Regression. Given a peptide amino acid sequence and an MHC pseudo amino acid sequence, predict their binding affinity value. This is MHC class I binding data. From a dataset of Peptide-MHC class I binding affinity with 185,985 pairs from IEDB/IMGT. (1) The peptide sequence is RVWRGEQGK. The MHC is HLA-A01:01 with pseudo-sequence HLA-A01:01. The binding affinity (normalized) is 0.0847. (2) The peptide sequence is PTDYMSSKL. The MHC is HLA-B58:01 with pseudo-sequence HLA-B58:01. The binding affinity (normalized) is 0.0847. (3) The peptide sequence is IVQQQQQLL. The binding affinity (normalized) is 0.153. The MHC is HLA-A68:02 with pseudo-sequence HLA-A68:02. (4) The peptide sequence is KIGVICSSY. The MHC is HLA-B58:01 with pseudo-sequence HLA-B58:01. The binding affinity (normalized) is 0.0847. (5) The peptide sequence is LYYLFNQHI. The MHC is HLA-A29:02 with pseudo-sequence HLA-A29:02. The binding affinity (normalized) is 0.149.